From a dataset of Forward reaction prediction with 1.9M reactions from USPTO patents (1976-2016). Predict the product of the given reaction. Given the reactants [CH3:1][S:2]([C:4]1[CH:5]=[C:6]([CH2:10][C:11]([OH:13])=[O:12])[CH:7]=[CH:8][CH:9]=1)=[O:3].[C:14](N1C=CN=C1)(N1C=CN=C1)=O.CO, predict the reaction product. The product is: [CH3:14][O:12][C:11](=[O:13])[CH2:10][C:6]1[CH:7]=[CH:8][CH:9]=[C:4]([S:2]([CH3:1])=[O:3])[CH:5]=1.